The task is: Predict the reactants needed to synthesize the given product.. This data is from Full USPTO retrosynthesis dataset with 1.9M reactions from patents (1976-2016). Given the product [NH2:22][C:19]1[CH:18]=[CH:17][C:16]([CH2:15][NH:14][C:9]2[C:8]3[C:13](=[C:4]([C:2]([NH2:1])=[O:3])[CH:5]=[CH:6][CH:7]=3)[N:12]=[CH:11][N:10]=2)=[CH:21][CH:20]=1, predict the reactants needed to synthesize it. The reactants are: [NH2:1][C:2]([C:4]1[CH:5]=[CH:6][CH:7]=[C:8]2[C:13]=1[N:12]=[CH:11][N:10]=[C:9]2[NH:14][CH2:15][C:16]1[CH:21]=[CH:20][C:19]([NH:22]C(=O)OC(C)(C)C)=[CH:18][CH:17]=1)=[O:3].Cl.CCOCC.